This data is from Reaction yield outcomes from USPTO patents with 853,638 reactions. The task is: Predict the reaction yield, written as a fraction of the theoretical maximum amount of product (1.0 means a 100% yield; for example, 0.34 means a 34% yield). (1) The catalyst is CO. The product is [Br:18][C:15]1[CH:16]=[CH:17][C:12]([NH:11][C:10]2[C:5]([C:3]([OH:4])=[O:2])=[CH:6][NH:7][C:8](=[O:21])[C:9]=2[F:20])=[C:13]([F:19])[CH:14]=1. The reactants are C[O:2][C:3]([C:5]1[C:10]([NH:11][C:12]2[CH:17]=[CH:16][C:15]([Br:18])=[CH:14][C:13]=2[F:19])=[C:9]([F:20])[C:8](=[O:21])[NH:7][CH:6]=1)=[O:4].C1COCC1.[Li+].[OH-].Cl. The yield is 0.990. (2) The reactants are [Cl:1][CH2:2][CH:3]1[C:11]2[C:10]3[CH:12]=[CH:13][C:14]([S:16]([NH:19][CH2:20][CH2:21][OH:22])(=[O:18])=[O:17])=[CH:15][C:9]=3[C:8]([N+:23]([O-:25])=[O:24])=[CH:7][C:6]=2[NH:5][CH2:4]1.[CH3:26][O:27][C:28]1[CH:38]=[CH:37][C:31](/[CH:32]=[CH:33]/[C:34](O)=[O:35])=[CH:30][CH:29]=1.CCN=C=NCCCN(C)C.CC1C=CC(S(O)(=O)=O)=CC=1. The catalyst is CO.Cl.O.CC(N(C)C)=O. The product is [Cl:1][CH2:2][CH:3]1[C:11]2[C:10]3[CH:12]=[CH:13][C:14]([S:16]([NH:19][CH2:20][CH2:21][OH:22])(=[O:17])=[O:18])=[CH:15][C:9]=3[C:8]([N+:23]([O-:25])=[O:24])=[CH:7][C:6]=2[N:5]([C:34](=[O:35])/[CH:33]=[CH:32]/[C:31]2[CH:37]=[CH:38][C:28]([O:27][CH3:26])=[CH:29][CH:30]=2)[CH2:4]1. The yield is 0.640. (3) The reactants are [F:1][C:2]1([C:9]2[CH:14]=[CH:13][C:12]([C:15]3[CH2:19][C:18]([C:24]4[CH:29]=[C:28]([Cl:30])[C:27]([Cl:31])=[C:26]([Cl:32])[CH:25]=4)([C:20]([F:23])([F:22])[F:21])[O:17][N:16]=3)=[CH:11][CH:10]=2)[CH2:5][CH:4]([C:6]([OH:8])=O)[CH2:3]1.C1C=CC2N(O)N=NC=2C=1.CCN(C(C)C)C(C)C.CCN=C=NCCCN(C)C.Cl.Cl.Cl.[F:66][C:67]([F:71])([F:70])[CH2:68][NH2:69]. The catalyst is CN(C=O)C. The product is [F:66][C:67]([F:71])([F:70])[CH2:68][NH:69][C:6]([CH:4]1[CH2:5][C:2]([F:1])([C:9]2[CH:14]=[CH:13][C:12]([C:15]3[CH2:19][C:18]([C:24]4[CH:29]=[C:28]([Cl:30])[C:27]([Cl:31])=[C:26]([Cl:32])[CH:25]=4)([C:20]([F:22])([F:23])[F:21])[O:17][N:16]=3)=[CH:11][CH:10]=2)[CH2:3]1)=[O:8]. The yield is 0.520. (4) The reactants are [N+:1]([C:4]1[CH:9]=[CH:8][C:7]([CH2:10][N:11]2[C:19]3[CH2:18][CH2:17][CH2:16][CH2:15][C:14]=3[C:13]([C:20]([F:23])([F:22])[F:21])=[N:12]2)=[CH:6][CH:5]=1)([O-])=O.[BH4-].[Na+]. The catalyst is CO.[Pd].O. The product is [F:23][C:20]([F:21])([F:22])[C:13]1[C:14]2[CH2:15][CH2:16][CH2:17][CH2:18][C:19]=2[N:11]([CH2:10][C:7]2[CH:6]=[CH:5][C:4]([NH2:1])=[CH:9][CH:8]=2)[N:12]=1. The yield is 0.430.